This data is from Reaction yield outcomes from USPTO patents with 853,638 reactions. The task is: Predict the reaction yield, written as a fraction of the theoretical maximum amount of product (1.0 means a 100% yield; for example, 0.34 means a 34% yield). (1) The reactants are [H-].[H-].[H-].[H-].[Li+].[Al+3].[CH3:7][O:8][C:9]1[CH:17]=[C:16]2[C:12]([CH:13]=[C:14]([C:18](OC)=O)[NH:15]2)=[CH:11][CH:10]=1. The catalyst is O1CCOCC1. The product is [CH3:7][O:8][C:9]1[CH:17]=[C:16]2[C:12]([CH:13]=[C:14]([CH3:18])[NH:15]2)=[CH:11][CH:10]=1. The yield is 0.610. (2) The reactants are [F:1][C:2]1[CH:10]=[C:9]2[C:5]([CH:6]=[CH:7][NH:8]2)=[CH:4][C:3]=1[C:11]([OH:13])=[O:12].[I:14]I.[OH-].[K+].S([O-])(O)=O.[Na+].Cl. The catalyst is CN(C=O)C. The product is [F:1][C:2]1[CH:10]=[C:9]2[C:5]([C:6]([I:14])=[CH:7][NH:8]2)=[CH:4][C:3]=1[C:11]([OH:13])=[O:12]. The yield is 0.920. (3) The reactants are [CH2:1]([O:3][CH2:4][CH2:5][O:6][CH2:7][C:8]([OH:10])=O)[CH3:2].ON1C2C=CC=CC=2N=N1.C(N(CC)CC)C.Cl.[NH2:29][CH:30]1[CH2:36][CH:35]2[N:37]([C:38]3[C:47]4[C:42](=[CH:43][CH:44]=[CH:45][CH:46]=4)[C:41]([C:48]#[N:49])=[CH:40][CH:39]=3)[CH:32]([CH2:33][CH2:34]2)[CH2:31]1. The catalyst is CN(C=O)C. The product is [C:48]([C:41]1[C:42]2[C:47](=[CH:46][CH:45]=[CH:44][CH:43]=2)[C:38]([N:37]2[CH:35]3[CH2:34][CH2:33][CH:32]2[CH2:31][CH:30]([NH:29][C:8](=[O:10])[CH2:7][O:6][CH2:5][CH2:4][O:3][CH2:1][CH3:2])[CH2:36]3)=[CH:39][CH:40]=1)#[N:49]. The yield is 0.720.